This data is from Forward reaction prediction with 1.9M reactions from USPTO patents (1976-2016). The task is: Predict the product of the given reaction. (1) Given the reactants [Cl:1][C:2]1[C:3](B(O)O)=[CH:4][C:5]([O:8][CH3:9])=[N:6][CH:7]=1.Br[C:14]1[CH:19]=[C:18]([Cl:20])[CH:17]=[CH:16][C:15]=1[C:21]([F:24])([F:23])[F:22], predict the reaction product. The product is: [Cl:1][C:2]1[C:3]([C:16]2[CH:17]=[C:18]([Cl:20])[CH:19]=[CH:14][C:15]=2[C:21]([F:22])([F:23])[F:24])=[CH:4][C:5]([O:8][CH3:9])=[N:6][CH:7]=1. (2) The product is: [CH3:1][O:2][C:3]([C:4]1[CH:5]=[C:6]([O:8][C:18](=[O:20])[CH3:19])[C:15]2[C:10](=[CH:11][CH:12]=[C:13]([F:16])[CH:14]=2)[CH:9]=1)=[O:17]. Given the reactants [CH3:1][O:2][C:3](=[O:17])[C:4](=[CH:9][C:10]1[CH:15]=[CH:14][C:13]([F:16])=[CH:12][CH:11]=1)[CH2:5][C:6]([OH:8])=O.[C:18]([O-])(=[O:20])[CH3:19].[Na+], predict the reaction product.